From a dataset of NCI-60 drug combinations with 297,098 pairs across 59 cell lines. Regression. Given two drug SMILES strings and cell line genomic features, predict the synergy score measuring deviation from expected non-interaction effect. (1) Drug 1: COC1=CC(=CC(=C1O)OC)C2C3C(COC3=O)C(C4=CC5=C(C=C24)OCO5)OC6C(C(C7C(O6)COC(O7)C8=CC=CS8)O)O. Drug 2: CCCCCOC(=O)NC1=NC(=O)N(C=C1F)C2C(C(C(O2)C)O)O. Cell line: A549. Synergy scores: CSS=44.2, Synergy_ZIP=6.83, Synergy_Bliss=6.61, Synergy_Loewe=-34.2, Synergy_HSA=5.91. (2) Drug 1: C1=NC2=C(N=C(N=C2N1C3C(C(C(O3)CO)O)O)F)N. Drug 2: CS(=O)(=O)CCNCC1=CC=C(O1)C2=CC3=C(C=C2)N=CN=C3NC4=CC(=C(C=C4)OCC5=CC(=CC=C5)F)Cl. Cell line: RPMI-8226. Synergy scores: CSS=-0.129, Synergy_ZIP=1.11, Synergy_Bliss=1.18, Synergy_Loewe=-1.09, Synergy_HSA=-1.54. (3) Cell line: RPMI-8226. Synergy scores: CSS=11.4, Synergy_ZIP=-1.10, Synergy_Bliss=-8.09, Synergy_Loewe=-48.1, Synergy_HSA=-8.69. Drug 1: CCN(CC)CCCC(C)NC1=C2C=C(C=CC2=NC3=C1C=CC(=C3)Cl)OC. Drug 2: CC12CCC3C(C1CCC2OP(=O)(O)O)CCC4=C3C=CC(=C4)OC(=O)N(CCCl)CCCl.[Na+]. (4) Drug 1: CCC1=C2CN3C(=CC4=C(C3=O)COC(=O)C4(CC)O)C2=NC5=C1C=C(C=C5)O. Drug 2: CC12CCC3C(C1CCC2O)C(CC4=C3C=CC(=C4)O)CCCCCCCCCS(=O)CCCC(C(F)(F)F)(F)F. Cell line: HCT116. Synergy scores: CSS=59.1, Synergy_ZIP=-1.28, Synergy_Bliss=1.21, Synergy_Loewe=-27.0, Synergy_HSA=5.64.